From a dataset of Full USPTO retrosynthesis dataset with 1.9M reactions from patents (1976-2016). Predict the reactants needed to synthesize the given product. (1) The reactants are: [F:1][CH:2]([F:11])[N:3]1[CH:7]=[CH:6][C:5]([C:8]([OH:10])=[O:9])=[N:4]1.S(=O)(=O)(O)O.[CH3:17]O. Given the product [F:11][CH:2]([F:1])[N:3]1[CH:7]=[CH:6][C:5]([C:8]([O:10][CH3:17])=[O:9])=[N:4]1, predict the reactants needed to synthesize it. (2) Given the product [C:11]([C:8]1[CH:9]=[CH:10][C:5]([CH2:4][NH:3][O:2][CH3:1])=[CH:6][CH:7]=1)#[N:12], predict the reactants needed to synthesize it. The reactants are: [CH3:1][O:2][N:3]=[CH:4][C:5]1[CH:10]=[CH:9][C:8]([C:11]#[N:12])=[CH:7][CH:6]=1.C([BH3-])#N.[Na+].